Dataset: Forward reaction prediction with 1.9M reactions from USPTO patents (1976-2016). Task: Predict the product of the given reaction. (1) Given the reactants C1C=C[NH+]=CC=1.[O-][Cr](Cl)(=O)=O.[F:12][C:13]1[C:18]([F:19])=[C:17]([C:20]([F:23])([F:22])[F:21])[CH:16]=[CH:15][C:14]=1[CH2:24][CH2:25][CH2:26][OH:27], predict the reaction product. The product is: [F:12][C:13]1[C:18]([F:19])=[C:17]([C:20]([F:21])([F:22])[F:23])[CH:16]=[CH:15][C:14]=1[CH2:24][CH2:25][CH:26]=[O:27]. (2) Given the reactants [CH3:1][C:2]([C:4]1[CH:9]=[CH:8][C:7]([I:10])=[CH:6][CH:5]=1)=[O:3].O=[CH:12][C:13]1[CH:21]=[CH:20][C:17]([O:18][CH3:19])=[C:15]([OH:16])[CH:14]=1.[OH-].[K+], predict the reaction product. The product is: [OH:16][C:15]1[CH:14]=[C:13]([CH:12]=[CH:1][C:2]([C:4]2[CH:9]=[CH:8][C:7]([I:10])=[CH:6][CH:5]=2)=[O:3])[CH:21]=[CH:20][C:17]=1[O:18][CH3:19]. (3) Given the reactants FC(F)(F)C([O-])=O.[C:8]([O:11][C@@:12]1([CH2:44][CH3:45])[C:17]2[CH:18]=[C:19]3[N:27]([C:28](=[O:29])[C:16]=2[CH2:15][O:14][C:13]1=[O:43])[CH2:26][C:25]1[C:24]([CH2:30][CH2:31][Si:32]([CH3:38])([CH3:37])[CH2:33][CH2:34][CH2:35][NH3+:36])=[C:23]2[CH:39]=[CH:40][CH:41]=[CH:42][C:22]2=[N:21][C:20]3=1)(=[O:10])[CH3:9].[CH2:46]([N:48]([CH2:52][CH3:53])[C:49](Cl)=[O:50])[CH3:47], predict the reaction product. The product is: [CH2:46]([N:48]([CH2:52][CH3:53])[C:49](=[O:50])[NH:36][CH2:35][CH2:34][CH2:33][Si:32]([CH3:37])([CH3:38])[CH2:31][CH2:30][C:24]1[C:25]2[CH2:26][N:27]3[C:19](=[CH:18][C:17]4[C@@:12]([O:11][C:8](=[O:10])[CH3:9])([CH2:44][CH3:45])[C:13](=[O:43])[O:14][CH2:15][C:16]=4[C:28]3=[O:29])[C:20]=2[N:21]=[C:22]2[CH:42]=[CH:41][CH:40]=[CH:39][C:23]=12)[CH3:47]. (4) Given the reactants [CH2:1]([O:3][C:4]([C:6]1[CH:7]=[C:8]([CH:12]([OH:26])[C@@H:13]2[CH2:18][CH2:17][CH2:16][CH2:15][N:14]2[C:19]([O:21][C:22]([CH3:25])([CH3:24])[CH3:23])=[O:20])[CH:9]=[CH:10][CH:11]=1)=[O:5])[CH3:2].C1C(=O)N(OC(ON2C(=O)CCC2=O)=O)[C:29](=[O:30])C1.C(N(CC)CC)C.[NH2:52][C:53]1[CH:54]=[C:55]2[C:59](=[CH:60][CH:61]=1)[N:58]([C:62]([O:64][C:65]([CH3:68])([CH3:67])[CH3:66])=[O:63])[N:57]=[CH:56]2.C(=O)([O-])O.[Na+], predict the reaction product. The product is: [C:22]([O:21][C:19]([N:14]1[CH2:15][CH2:16][CH2:17][CH2:18][C@H:13]1[CH:12]([C:8]1[CH:9]=[CH:10][CH:11]=[C:6]([C:4]([O:3][CH2:1][CH3:2])=[O:5])[CH:7]=1)[O:26][C:29]([NH:52][C:53]1[CH:54]=[C:55]2[C:59](=[CH:60][CH:61]=1)[N:58]([C:62]([O:64][C:65]([CH3:68])([CH3:67])[CH3:66])=[O:63])[N:57]=[CH:56]2)=[O:30])=[O:20])([CH3:25])([CH3:24])[CH3:23]. (5) Given the reactants [CH3:1][C:2]1[CH:30]=[CH:29][C:5]([CH2:6][N:7]2[CH:11]=[C:10]([CH2:12][CH2:13][O:14]S(C3C=CC(C)=CC=3)(=O)=O)[N:9]([CH2:25][CH2:26][CH3:27])[C:8]2=[O:28])=[CH:4][CH:3]=1.[CH2:31]([O:33][C:34](=[O:46])[C:35]([O:38][C:39]1[CH:44]=[CH:43][C:42](O)=[CH:41][CH:40]=1)([CH3:37])[CH3:36])[CH3:32].N#N, predict the reaction product. The product is: [CH2:31]([O:33][C:34](=[O:46])[C:35]([CH3:37])([O:38][C:39]1[CH:44]=[CH:43][C:42]([O:14][CH2:13][CH2:12][C:10]2[N:9]([CH2:25][CH2:26][CH3:27])[C:8](=[O:28])[N:7]([CH2:6][C:5]3[CH:4]=[CH:3][C:2]([CH3:1])=[CH:30][CH:29]=3)[CH:11]=2)=[CH:41][CH:40]=1)[CH3:36])[CH3:32].